This data is from Forward reaction prediction with 1.9M reactions from USPTO patents (1976-2016). The task is: Predict the product of the given reaction. (1) Given the reactants [CH3:1][C:2]1[CH:3]=[C:4]2[C:8](=[C:9]([N:11]([CH3:20])[S:12]([C:15]3[S:16][CH:17]=[CH:18][CH:19]=3)(=[O:14])=[O:13])[CH:10]=1)[NH:7][C:6]([C:21]1[S:22][CH:23]([CH2:26]C(O)=O)[CH2:24][N:25]=1)=[CH:5]2.[CH2:30]([OH:37])[C:31]1[CH:36]=[CH:35][CH:34]=[CH:33][CH:32]=1.C([N:40]([CH2:43]C)CC)C.C1(P(N=[N+]=[N-])(C2C=CC=CC=2)=[O:52])C=CC=CC=1, predict the reaction product. The product is: [CH3:1][C:2]1[CH:3]=[C:4]2[C:8](=[C:9]([N:11]([CH3:20])[S:12]([C:15]3[S:16][CH:17]=[CH:18][CH:19]=3)(=[O:14])=[O:13])[CH:10]=1)[NH:7][C:6]([C:21]1[S:22][CH:23]([CH2:26][NH:40][C:43](=[O:52])[O:37][CH2:30][C:31]3[CH:36]=[CH:35][CH:34]=[CH:33][CH:32]=3)[CH2:24][N:25]=1)=[CH:5]2. (2) The product is: [CH3:65][N:66]([CH3:77])[C:67](=[O:76])[O:68][C:69]1[CH:74]=[CH:73][CH:72]=[C:71]([NH:75][C:43]([C:40]2([CH3:46])[CH2:39][CH2:38][N:37]([C:35]3[C:20]4[C:15]([CH3:16])=[CH:13][NH:12][C:19]=4[N:18]=[CH:21][N:57]=3)[CH2:42][CH2:41]2)=[O:45])[CH:70]=1. Given the reactants CN(C)C(OC1C=C([NH:12][C:13]([C:15]2(C)[CH2:20][CH2:19][N:18]([C:21](OC(C)(C)C)=O)C[CH2:16]2)=O)C=CC=1)=O.C(O[C:35]([N:37]1[CH2:42][CH2:41][C:40]([CH3:46])([C:43]([OH:45])=O)[CH2:39][CH2:38]1)=O)(C)(C)C.C(Cl)CCl.C1C=CC2N(O)N=[N:57]C=2C=1.ClC(Cl)C.[CH3:65][N:66]([CH3:77])[C:67](=[O:76])[O:68][C:69]1[CH:74]=[CH:73][CH:72]=[C:71]([NH2:75])[CH:70]=1, predict the reaction product. (3) Given the reactants [CH:1]1(I)[CH2:6][CH2:5][CH2:4][CH2:3][CH2:2]1.[Cl-].[Li+].[Cu](C#N)C#N.[C:15]([O:19][CH3:20])(=[O:18])[C:16]#[CH:17].[I:21]I, predict the reaction product. The product is: [CH3:20][O:19][C:15](=[O:18])/[C:16](/[I:21])=[CH:17]\[CH:1]1[CH2:6][CH2:5][CH2:4][CH2:3][CH2:2]1. (4) Given the reactants [F:1][C:2]1[CH:3]=[C:4]([CH:13]([C:15](CC)=[O:16])[CH3:14])[CH:5]=[CH:6][C:7]=1[NH:8][S:9]([CH3:12])(=[O:11])=[O:10].[NH2:19][C@H:20]([CH2:28][OH:29])[CH2:21][C:22]1[CH:27]=[CH:26][CH:25]=[CH:24][CH:23]=1, predict the reaction product. The product is: [CH2:21]([C@H:20]([NH:19][C:15](=[O:16])[C@H:13]([C:4]1[CH:5]=[CH:6][C:7]([NH:8][S:9]([CH3:12])(=[O:10])=[O:11])=[C:2]([F:1])[CH:3]=1)[CH3:14])[CH2:28][OH:29])[C:22]1[CH:27]=[CH:26][CH:25]=[CH:24][CH:23]=1. (5) Given the reactants [CH2:1]([C:3]1[CH:4]=[C:5]([CH:9]([C:11]2[N:12]([CH3:22])[N:13]=[C:14]([C:16]3[CH:21]=[CH:20][CH:19]=[CH:18][CH:17]=3)[N:15]=2)O)[CH:6]=[CH:7][CH:8]=1)[CH3:2].CCN(CC)CC.CS([Cl:34])(=O)=O, predict the reaction product. The product is: [Cl:34][CH:9]([C:5]1[CH:6]=[CH:7][CH:8]=[C:3]([CH2:1][CH3:2])[CH:4]=1)[C:11]1[N:12]([CH3:22])[N:13]=[C:14]([C:16]2[CH:21]=[CH:20][CH:19]=[CH:18][CH:17]=2)[N:15]=1. (6) Given the reactants [NH:1]1[CH:5]=[C:4]([C:6]2[C:7]([C:12]3[CH:17]=[CH:16][CH:15]=[CH:14][CH:13]=3)=[N:8][O:9][C:10]=2[CH3:11])[N:3]=[CH:2]1.F[C:19]1[CH:24]=[CH:23][C:22]([C:25]([F:28])([F:27])[F:26])=[CH:21][CH:20]=1, predict the reaction product. The product is: [CH3:11][C:10]1[O:9][N:8]=[C:7]([C:12]2[CH:13]=[CH:14][CH:15]=[CH:16][CH:17]=2)[C:6]=1[C:4]1[N:3]=[CH:2][N:1]([C:19]2[CH:24]=[CH:23][C:22]([C:25]([F:28])([F:27])[F:26])=[CH:21][CH:20]=2)[CH:5]=1. (7) Given the reactants [CH:1]([O:4][C:5]1[C:13]([CH3:14])=[CH:12][CH:11]=[CH:10][C:6]=1[C:7]([OH:9])=O)([CH3:3])[CH3:2].[CH2:15]([O:17][C:18]([C:20]1([NH2:31])[CH2:28][C:27]2[C:22](=[CH:23][C:24]([CH3:30])=[C:25]([CH3:29])[CH:26]=2)[CH2:21]1)=[O:19])[CH3:16].CN(C(ON1N=NC2C=CC=NC1=2)=[N+](C)C)C.F[P-](F)(F)(F)(F)F.CCN(C(C)C)C(C)C, predict the reaction product. The product is: [CH2:15]([O:17][C:18]([C:20]1([NH:31][C:7](=[O:9])[C:6]2[CH:10]=[CH:11][CH:12]=[C:13]([CH3:14])[C:5]=2[O:4][CH:1]([CH3:2])[CH3:3])[CH2:28][C:27]2[C:22](=[CH:23][C:24]([CH3:30])=[C:25]([CH3:29])[CH:26]=2)[CH2:21]1)=[O:19])[CH3:16]. (8) Given the reactants [Si:1]([O:8][C@H:9]1[CH2:14][C@@H:13]([OH:15])[CH2:12][CH2:11][C@@H:10]1[NH:16][C:17](=[O:23])[O:18][C:19]([CH3:22])([CH3:21])[CH3:20])([C:4]([CH3:7])([CH3:6])[CH3:5])([CH3:3])[CH3:2].[Si](O[C@@H]1C[C@@H](O)CC[C@H]1NC(=O)OC(C)(C)C)(C(C)(C)C)(C)C, predict the reaction product. The product is: [Si:1]([O:8][C@H:9]1[CH2:14][C:13](=[O:15])[CH2:12][CH2:11][C@@H:10]1[NH:16][C:17](=[O:23])[O:18][C:19]([CH3:22])([CH3:21])[CH3:20])([C:4]([CH3:7])([CH3:6])[CH3:5])([CH3:3])[CH3:2]. (9) Given the reactants [CH3:1][S:2]([C:5]1[CH:6]=[C:7]2[C:11](=[CH:12][CH:13]=1)[N:10]([CH2:14][C:15]1[N:20]=[CH:19][C:18]([C:21]3[CH2:22][CH2:23][N:24]([C:26]([O:28][C:29]([CH3:32])([CH3:31])[CH3:30])=[O:27])[CH:25]=3)=[CH:17][CH:16]=1)[CH:9]=[CH:8]2)(=[O:4])=[O:3].CS(C1C=C2C(=CC=1)N(CC1N=CC(C3CN(C(OC(C)(C)C)=O)CC=3)=CC=1)C=C2)(=O)=O.BrC1C=CC(CN2C3C(=CC(S(C)(=O)=O)=CC=3)C=C2)=NC=1, predict the reaction product. The product is: [CH3:1][S:2]([C:5]1[CH:6]=[C:7]2[C:11](=[CH:12][CH:13]=1)[N:10]([CH2:14][C:15]1[CH:16]=[CH:17][C:18]([CH:21]3[CH2:22][CH2:23][N:24]([C:26]([O:28][C:29]([CH3:32])([CH3:31])[CH3:30])=[O:27])[CH2:25]3)=[CH:19][N:20]=1)[CH:9]=[CH:8]2)(=[O:3])=[O:4]. (10) The product is: [NH2:2][C:1]1[C:3]([CH:22]2[CH2:23][CH2:24][N:25]([C:28]([O:30][C:31]([CH3:34])([CH3:33])[CH3:32])=[O:29])[CH2:26][CH2:27]2)=[CH:4][N:5]([C:6]2[CH:7]=[CH:8][C:9]([O:12][C:13]3[CH:18]=[CH:17][CH:16]=[CH:15][CH:14]=3)=[CH:10][CH:11]=2)[C:19]=1[C:20]#[N:21]. Given the reactants [C:1]([C:3]([CH:22]1[CH2:27][CH2:26][N:25]([C:28]([O:30][C:31]([CH3:34])([CH3:33])[CH3:32])=[O:29])[CH2:24][CH2:23]1)=[CH:4][N:5]([CH2:19][C:20]#[N:21])[C:6]1[CH:11]=[CH:10][C:9]([O:12][C:13]2[CH:18]=[CH:17][CH:16]=[CH:15][CH:14]=2)=[CH:8][CH:7]=1)#[N:2].CC([O-])(C)C.[K+].O, predict the reaction product.